This data is from Full USPTO retrosynthesis dataset with 1.9M reactions from patents (1976-2016). The task is: Predict the reactants needed to synthesize the given product. (1) Given the product [Cl:20][C:4]1[CH:3]=[C:2]([C:24]#[C:23][Si:22]([CH3:39])([CH3:38])[CH3:21])[CH:7]=[C:6]([O:8][CH3:9])[C:5]=1[CH:10]1[C:16](=[O:17])[CH:15]2[CH2:18][CH:12]([CH2:13][CH2:14]2)[C:11]1=[O:19], predict the reactants needed to synthesize it. The reactants are: Br[C:2]1[CH:7]=[C:6]([O:8][CH3:9])[C:5]([CH:10]2[C:16](=[O:17])[CH:15]3[CH2:18][CH:12]([CH2:13][CH2:14]3)[C:11]2=[O:19])=[C:4]([Cl:20])[CH:3]=1.[CH3:21][Si:22]([CH3:39])([CH3:38])[C:23]#[C:24][Sn](CCCC)(CCCC)CCCC. (2) Given the product [NH:28]1[CH2:27][CH:26]([N:24]2[CH:25]=[C:21]([C:5]3[CH:4]=[N:3][C:2]([NH2:1])=[C:7]4[O:8][C:9]([C:11]5[CH:20]=[CH:19][CH:18]=[C:17]6[C:12]=5[CH:13]=[CH:14][N:15]=[CH:16]6)=[CH:10][C:6]=34)[CH:22]=[N:23]2)[CH2:29]1, predict the reactants needed to synthesize it. The reactants are: [NH2:1][C:2]1[N:3]=[CH:4][C:5]([C:21]2[CH:22]=[N:23][N:24]([CH:26]3[CH2:29][N:28](C(OC(C)(C)C)=O)[CH2:27]3)[CH:25]=2)=[C:6]2[CH:10]=[C:9]([C:11]3[CH:20]=[CH:19][CH:18]=[C:17]4[C:12]=3[CH:13]=[CH:14][N:15]=[CH:16]4)[O:8][C:7]=12.Cl. (3) The reactants are: [N+:1]([CH:4]([CH3:15])[CH:5]([OH:14])[CH2:6][O:7][C:8]1[CH:13]=[CH:12][CH:11]=[CH:10][CH:9]=1)([O-])=O. Given the product [NH2:1][CH:4]([CH3:15])[CH:5]([OH:14])[CH2:6][O:7][C:8]1[CH:9]=[CH:10][CH:11]=[CH:12][CH:13]=1, predict the reactants needed to synthesize it.